Dataset: Forward reaction prediction with 1.9M reactions from USPTO patents (1976-2016). Task: Predict the product of the given reaction. (1) The product is: [ClH:17].[Cl:17][C:18]1[CH:26]=[CH:25][CH:24]=[C:23]([F:27])[C:19]=1[C:20]([NH:1][C:2]1[CH:7]=[CH:6][CH:5]=[C:4]([C:8]([CH:10]2[CH2:15][CH2:14][N:13]([CH3:16])[CH2:12][CH2:11]2)=[O:9])[N:3]=1)=[O:21]. Given the reactants [NH2:1][C:2]1[CH:7]=[CH:6][CH:5]=[C:4]([C:8]([CH:10]2[CH2:15][CH2:14][N:13]([CH3:16])[CH2:12][CH2:11]2)=[O:9])[N:3]=1.[Cl:17][C:18]1[CH:26]=[CH:25][CH:24]=[C:23]([F:27])[C:19]=1[C:20](Cl)=[O:21], predict the reaction product. (2) Given the reactants [OH:1][C:2]1[CH:9]=[CH:8][C:5]([CH:6]=[O:7])=[CH:4][C:3]=1[CH3:10].C([O-])([O-])=O.[K+].[K+].C1(=O)O[CH2:20][CH2:19][O:18]1, predict the reaction product. The product is: [OH:18][CH2:19][CH2:20][O:1][C:2]1[CH:9]=[CH:8][C:5]([CH:6]=[O:7])=[CH:4][C:3]=1[CH3:10]. (3) Given the reactants [CH3:1][C@:2]12[C@@:19]3([CH3:20])[C@@H:10]([C@:11]4([CH3:32])[C@@H:16]([CH2:17][CH2:18]3)[C:15]([CH3:22])([CH3:21])[C:14]([C:23]3[CH:31]=[CH:30][C:26]([C:27]([OH:29])=[O:28])=[CH:25][CH:24]=3)=[CH:13][CH2:12]4)[CH2:9][CH2:8][C@@H:7]1[C@H:6]1[C@H:33]([C:36]([CH3:38])=[CH2:37])[CH2:34][CH2:35][C@:5]1([NH:39][CH2:40][CH2:41][NH:42][S:43]([CH3:46])(=[O:45])=[O:44])[CH2:4][CH2:3]2.[CH2:47](S(Cl)(=O)=O)C, predict the reaction product. The product is: [CH2:46]([S:43]([NH:42][CH2:41][CH2:40][NH:39][C@:5]12[CH2:35][CH2:34][C@@H:33]([C:36]([CH3:38])=[CH2:37])[C@@H:6]1[C@@H:7]1[C@@:2]([CH3:1])([CH2:3][CH2:4]2)[C@@:19]2([CH3:20])[C@@H:10]([C@:11]3([CH3:32])[C@@H:16]([CH2:17][CH2:18]2)[C:15]([CH3:21])([CH3:22])[C:14]([C:23]2[CH:31]=[CH:30][C:26]([C:27]([OH:29])=[O:28])=[CH:25][CH:24]=2)=[CH:13][CH2:12]3)[CH2:9][CH2:8]1)(=[O:45])=[O:44])[CH3:47]. (4) Given the reactants C([C:3]1([OH:13])[CH:10]2[CH2:11]C3CC(CC1C3)[CH2:9]2)C.ClCC(Cl)=[O:17].[CH2:19]([C:21]1([OH:27])[CH2:26][CH2:25][CH2:24][CH2:23][CH2:22]1)[CH3:20].Cl[CH2:29][CH2:30][CH2:31][C:32](Cl)=[O:33], predict the reaction product. The product is: [C:3]([O:13][CH2:29][CH2:30][CH2:31][C:32]([O:27][C:21]1([CH2:19][CH3:20])[CH2:26][CH2:25][CH2:24][CH2:23][CH2:22]1)=[O:33])(=[O:17])[C:10]([CH3:11])=[CH2:9]. (5) Given the reactants Cl.[Cl:2][C:3]1[CH:8]=[CH:7][C:6]([C:9]2[CH2:10][CH2:11][NH:12][CH2:13][CH:14]=2)=[CH:5][CH:4]=1.C(N(CC)CC)C.[C:22]([O:26][C:27](O[C:27]([O:26][C:22]([CH3:25])([CH3:24])[CH3:23])=[O:28])=[O:28])([CH3:25])([CH3:24])[CH3:23].C(N1CCC(=O)CC1)C1C=CC=CC=1.Cl, predict the reaction product. The product is: [C:22]([O:26][C:27]([N:12]1[CH2:11][CH:10]=[C:9]([C:6]2[CH:7]=[CH:8][C:3]([Cl:2])=[CH:4][CH:5]=2)[CH2:14][CH2:13]1)=[O:28])([CH3:25])([CH3:24])[CH3:23]. (6) Given the reactants N1C=CN=[CH:2]1.[Si:6](Cl)([C:9]([CH3:12])([CH3:11])[CH3:10])(C)C.[NH2:14][C:15]1[C:20](C)=[CH:19][CH:18]=[CH:17][C:16]=1[CH2:22]O.C([O:27][CH2:28][CH3:29])(=O)C, predict the reaction product. The product is: [C:9]([SiH2:6][O:27][C:28]([CH3:29])([CH3:2])[C:20]1[CH:19]=[CH:18][CH:17]=[C:16]([CH3:22])[C:15]=1[NH2:14])([CH3:12])([CH3:11])[CH3:10].